This data is from Peptide-MHC class II binding affinity with 134,281 pairs from IEDB. The task is: Regression. Given a peptide amino acid sequence and an MHC pseudo amino acid sequence, predict their binding affinity value. This is MHC class II binding data. (1) The peptide sequence is VPEKYTIGATYAPEE. The MHC is DRB3_0202 with pseudo-sequence DRB3_0202. The binding affinity (normalized) is 0.206. (2) The peptide sequence is FHEMNNGGDAMYMAL. The MHC is DRB3_0101 with pseudo-sequence DRB3_0101. The binding affinity (normalized) is 0.334. (3) The MHC is HLA-DQA10102-DQB10602 with pseudo-sequence HLA-DQA10102-DQB10602. The peptide sequence is GVTYEIDLTNKN. The binding affinity (normalized) is 0. (4) The peptide sequence is EWVAMTKGEGGVWTF. The MHC is HLA-DQA10401-DQB10402 with pseudo-sequence HLA-DQA10401-DQB10402. The binding affinity (normalized) is 0.220. (5) The peptide sequence is SGKAFGAMAKKGQED. The MHC is DRB1_0802 with pseudo-sequence DRB1_0802. The binding affinity (normalized) is 0.100. (6) The binding affinity (normalized) is 0.216. The MHC is HLA-DQA10501-DQB10201 with pseudo-sequence HLA-DQA10501-DQB10201. The peptide sequence is VRFQEAANKQKQELD.